Dataset: NCI-60 drug combinations with 297,098 pairs across 59 cell lines. Task: Regression. Given two drug SMILES strings and cell line genomic features, predict the synergy score measuring deviation from expected non-interaction effect. Drug 1: CCCCC(=O)OCC(=O)C1(CC(C2=C(C1)C(=C3C(=C2O)C(=O)C4=C(C3=O)C=CC=C4OC)O)OC5CC(C(C(O5)C)O)NC(=O)C(F)(F)F)O. Drug 2: N.N.Cl[Pt+2]Cl. Cell line: OVCAR3. Synergy scores: CSS=47.6, Synergy_ZIP=3.05, Synergy_Bliss=2.57, Synergy_Loewe=-8.20, Synergy_HSA=0.601.